From a dataset of Peptide-MHC class II binding affinity with 134,281 pairs from IEDB. Regression. Given a peptide amino acid sequence and an MHC pseudo amino acid sequence, predict their binding affinity value. This is MHC class II binding data. The binding affinity (normalized) is 0. The MHC is HLA-DPA10201-DPB10501 with pseudo-sequence HLA-DPA10201-DPB10501. The peptide sequence is YTTEGGTKGEAKDVI.